From a dataset of Full USPTO retrosynthesis dataset with 1.9M reactions from patents (1976-2016). Predict the reactants needed to synthesize the given product. (1) Given the product [NH:2]1[C:6]2[CH:7]=[CH:8][CH:9]=[CH:10][C:5]=2[N:4]=[C:3]1[C:11]([N:13]1[CH2:14][CH:15]([C:17]2[C:22]([C:23]3[CH2:24][CH2:25][N:26]([C:36](=[O:38])[CH3:37])[CH2:27][CH:28]=3)=[N:21][CH:20]=[CH:19][N:18]=2)[CH2:16]1)=[O:12], predict the reactants needed to synthesize it. The reactants are: Cl.[NH:2]1[C:6]2[CH:7]=[CH:8][CH:9]=[CH:10][C:5]=2[N:4]=[C:3]1[C:11]([N:13]1[CH2:16][CH:15]([C:17]2[C:22]([C:23]3[CH2:24][CH2:25][NH:26][CH2:27][CH:28]=3)=[N:21][CH:20]=[CH:19][N:18]=2)[CH2:14]1)=[O:12].CCN(CC)CC.[C:36](Cl)(=[O:38])[CH3:37]. (2) Given the product [CH2:1]([C:13]1[CH:14]=[CH:15][N:10]=[C:11]([CH:36]([CH2:35][C:20]2[CH:19]=[C:18]([CH3:17])[C:26]3[C:22](=[CH:23][N:24]([CH2:27][O:28][CH2:29][CH2:30][Si:31]([CH3:32])([CH3:33])[CH3:34])[N:25]=3)[CH:21]=2)[CH2:37][C:38]([O:40][CH2:41][CH3:42])=[O:39])[CH:12]=1)[CH3:2], predict the reactants needed to synthesize it. The reactants are: [CH2:1](SCCCC)[CH2:2]CC.[N:10]1[CH:15]=[CH:14][CH:13]=[CH:12][C:11]=1[Li].[CH3:17][C:18]1[C:26]2[C:22](=[CH:23][N:24]([CH2:27][O:28][CH2:29][CH2:30][Si:31]([CH3:34])([CH3:33])[CH3:32])[N:25]=2)[CH:21]=[C:20]([CH2:35][CH:36]=[CH:37][C:38]([O:40][CH2:41][CH3:42])=[O:39])[CH:19]=1. (3) Given the product [C:8]([O:12][C:13](=[O:38])[CH2:14][N:15]([S:23]([C:26]1[CH:35]=[C:34]2[C:29]([C:30]([Cl:37])=[CH:31][N:32]=[C:33]2[NH:4][C:3]([NH2:5])=[NH:2])=[CH:28][CH:27]=1)(=[O:24])=[O:25])[CH2:16][C:17]1[CH:18]=[N:19][CH:20]=[CH:21][CH:22]=1)([CH3:11])([CH3:9])[CH3:10], predict the reactants needed to synthesize it. The reactants are: Cl.[NH2:2][C:3]([NH2:5])=[NH:4].[H-].[Na+].[C:8]([O:12][C:13](=[O:38])[CH2:14][N:15]([S:23]([C:26]1[CH:35]=[C:34]2[C:29]([C:30]([Cl:37])=[CH:31][N:32]=[C:33]2Cl)=[CH:28][CH:27]=1)(=[O:25])=[O:24])[CH2:16][C:17]1[CH:18]=[N:19][CH:20]=[CH:21][CH:22]=1)([CH3:11])([CH3:10])[CH3:9]. (4) Given the product [CH3:1][O:2][C:3]([C@@H:5]1[CH2:10][C@H:9]([NH:11][C:30]([C:21]2[CH:22]=[CH:23][C:24]3[C:29](=[CH:28][CH:27]=[CH:26][CH:25]=3)[C:20]=2[OH:19])=[O:31])[CH2:8][CH2:7][N:6]1[CH2:12][CH:13]1[CH2:18][CH2:17][CH2:16][CH2:15][CH2:14]1)=[O:4], predict the reactants needed to synthesize it. The reactants are: [CH3:1][O:2][C:3]([C@@H:5]1[CH2:10][C@H:9]([NH2:11])[CH2:8][CH2:7][N:6]1[CH2:12][CH:13]1[CH2:18][CH2:17][CH2:16][CH2:15][CH2:14]1)=[O:4].[OH:19][C:20]1[C:29]2[C:24](=[CH:25][CH:26]=[CH:27][CH:28]=2)[CH:23]=[CH:22][C:21]=1[C:30](O)=[O:31]. (5) Given the product [F:1][C:2]1[CH:3]=[CH:4][C:5]([CH2:6][C:7]2[CH:43]=[CH:42][CH:41]=[CH:40][C:8]=2[CH2:9][O:10][CH2:11][CH:12]2[CH2:39][CH2:38][C:15]3[NH:16][CH:17]=[N:18][C:14]=3[CH2:13]2)=[CH:44][CH:45]=1, predict the reactants needed to synthesize it. The reactants are: [F:1][C:2]1[CH:45]=[CH:44][C:5]([CH2:6][C:7]2[CH:43]=[CH:42][CH:41]=[CH:40][C:8]=2[CH2:9][O:10][CH2:11][CH:12]2[CH2:39][CH2:38][C:15]3[N:16](C(C4C=CC=CC=4)(C4C=CC=CC=4)C4C=CC=CC=4)[CH:17]=[N:18][C:14]=3[CH2:13]2)=[CH:4][CH:3]=1.FC1C=CC(CC2C=CC=CC=2COCC2CCC3N=CN(C(C4C=CC=CC=4)(C4C=CC=CC=4)C4C=CC=CC=4)C=3C2)=CC=1.Cl.C(OCC)(=O)C. (6) Given the product [NH2:8][C:7]1[NH:6][C:5](=[O:9])[N:4]([CH3:10])[C:3](=[O:11])[C:2]=1[NH:1][CH2:17][C:16]1[CH:19]=[CH:20][C:13]([Cl:12])=[CH:14][CH:15]=1, predict the reactants needed to synthesize it. The reactants are: [NH2:1][C:2]1[C:3](=[O:11])[N:4]([CH3:10])[C:5](=[O:9])[NH:6][C:7]=1[NH2:8].[Cl:12][C:13]1[CH:20]=[CH:19][C:16]([CH:17]=O)=[CH:15][CH:14]=1.C([BH3-])#N.[Na+]. (7) Given the product [F:1][C:2]1[CH:3]=[C:4]([CH:5]=[CH:6][CH:7]=1)[CH2:8][C:9]1[O:11][N:25]=[C:19]([C:20]([O:22][CH2:23][CH3:24])=[O:21])[N:18]=1, predict the reactants needed to synthesize it. The reactants are: [F:1][C:2]1[CH:3]=[C:4]([CH2:8][C:9]([OH:11])=O)[CH:5]=[CH:6][CH:7]=1.C(Cl)(=O)C(Cl)=O.[NH2:18][C:19](=[N:25]O)[C:20]([O:22][CH2:23][CH3:24])=[O:21].C(N(CC)C(C)C)(C)C.